Dataset: Peptide-MHC class II binding affinity with 134,281 pairs from IEDB. Task: Regression. Given a peptide amino acid sequence and an MHC pseudo amino acid sequence, predict their binding affinity value. This is MHC class II binding data. (1) The peptide sequence is LGTCQTLTPMMSSKF. The MHC is HLA-DPA10201-DPB11401 with pseudo-sequence HLA-DPA10201-DPB11401. The binding affinity (normalized) is 0.297. (2) The binding affinity (normalized) is 0. The MHC is DRB1_1101 with pseudo-sequence DRB1_1101. The peptide sequence is VIPEWCCRSCTMPPV. (3) The peptide sequence is TILKALGPAATLEEMMTA. The MHC is HLA-DPA10201-DPB10101 with pseudo-sequence HLA-DPA10201-DPB10101. The binding affinity (normalized) is 0.304.